This data is from Reaction yield outcomes from USPTO patents with 853,638 reactions. The task is: Predict the reaction yield, written as a fraction of the theoretical maximum amount of product (1.0 means a 100% yield; for example, 0.34 means a 34% yield). (1) The reactants are [OH:1][CH:2]1[CH2:6][CH:5]([OH:7])[CH:4]([CH2:8][CH:9]=[CH:10][CH2:11][CH2:12][CH2:13][C:14]([O:16][CH3:17])=[O:15])[CH:3]1[CH2:18][O:19][C:20](=[O:28])[NH:21][C:22]1[CH:27]=[CH:26][CH:25]=[CH:24][CH:23]=1.[CH3:29]COCC.C1(C)C=CC(S([O-])(=O)=O)=CC=1.[NH+]1C=CC=CC=1. No catalyst specified. The product is [CH2:22]([NH:21][C:20]([O:19][CH2:18][CH:3]1[CH:2]([OH:1])[CH2:6][CH:5]([OH:7])[CH:4]1[CH2:8][CH:9]=[CH:10][CH2:11][CH2:12][CH2:13][C:14]([O:16][CH3:17])=[O:15])=[O:28])[C:27]1[CH:26]=[CH:25][CH:24]=[CH:23][CH:29]=1. The yield is 0.900. (2) The reactants are O[CH2:2][C:3]([C@H:5]([C@@H:7]([C@@H:9](CO)[OH:10])O)O)=[O:4].[CH2:13]([OH:18])[CH2:14][CH:15]([CH3:17])[CH3:16]. The catalyst is OS(O)(=O)=O. The product is [C:9]([O:18][CH2:13][CH2:14][CH:15]([CH3:17])[CH3:16])(=[O:10])[CH2:7][CH2:5][C:3]([CH3:2])=[O:4]. The yield is 0.160.